This data is from Forward reaction prediction with 1.9M reactions from USPTO patents (1976-2016). The task is: Predict the product of the given reaction. (1) Given the reactants C(OC([N:8]1[CH:12]=[C:11]([CH2:13][CH2:14][O:15][C:16]2[CH:25]=[CH:24][C:23]3[C:22](=[O:26])[CH2:21][CH2:20][CH2:19][C:18]=3[CH:17]=2)[N:10]=[CH:9]1)=O)(C)(C)C.[S:27]1[CH:31]=[CH:30][C:29]([CH:32]=O)=[CH:28]1.CO, predict the reaction product. The product is: [NH:8]1[CH:12]=[C:11]([CH2:13][CH2:14][O:15][C:16]2[CH:17]=[C:18]3[C:23](=[CH:24][CH:25]=2)[C:22](=[O:26])[C:21](=[CH:32][C:29]2[CH:30]=[CH:31][S:27][CH:28]=2)[CH2:20][CH2:19]3)[N:10]=[CH:9]1. (2) Given the reactants Cl.ClC[C@H]1C2C3C=CC=CC=3C(N=C(C3C=CC=CC=3)C3C=CC=CC=3)=CC=2N(C(OC(C)(C)C)=O)C1.[Cl:38][CH2:39][C@H:40]1[C:48]2[C:47]3[CH:49]=[CH:50][CH:51]=[CH:52][C:46]=3[C:45]([N:53]=[C:54]([C:61]3[CH:66]=[CH:65][CH:64]=[CH:63][CH:62]=3)[C:55]3[CH:60]=[CH:59][CH:58]=[CH:57][CH:56]=3)=[CH:44][C:43]=2[NH:42][CH2:41]1.[Cl:67][CH2:68][C@H:69]1[C:77]2[C:76]3[CH:78]=[CH:79][CH:80]=[CH:81][C:75]=3[C:74]([OH:82])=[CH:73][C:72]=2[N:71]([C:83](=[O:90])[CH2:84][CH2:85][CH2:86][C:87](O)=[O:88])[CH2:70]1.CCN=C=NCCCN(C)C.Cl, predict the reaction product. The product is: [Cl:38][CH2:39][C@H:40]1[C:48]2[C:47]3[CH:49]=[CH:50][CH:51]=[CH:52][C:46]=3[C:45]([N:53]=[C:54]([C:55]3[CH:56]=[CH:57][CH:58]=[CH:59][CH:60]=3)[C:61]3[CH:66]=[CH:65][CH:64]=[CH:63][CH:62]=3)=[CH:44][C:43]=2[N:42]([C:87](=[O:88])[CH2:86][CH2:85][CH2:84][C:83]([N:71]2[C:72]3[CH:73]=[C:74]([OH:82])[C:75]4[CH:81]=[CH:80][CH:79]=[CH:78][C:76]=4[C:77]=3[C@H:69]([CH2:68][Cl:67])[CH2:70]2)=[O:90])[CH2:41]1. (3) Given the reactants Cl.Cl.[Cl:3][CH2:4][CH2:5][CH2:6][N:7]1[CH2:12][CH2:11][NH:10][CH2:9][CH2:8]1.C(N(CC)CC)C.[C:20](Cl)(=[O:22])[CH3:21], predict the reaction product. The product is: [C:20]([N:10]1[CH2:11][CH2:12][N:7]([CH2:6][CH2:5][CH2:4][Cl:3])[CH2:8][CH2:9]1)(=[O:22])[CH3:21]. (4) Given the reactants [CH:1]1[CH:2]=[C:3]([N:9]2[CH2:14][CH2:13][N:12]([CH2:15][CH2:16][CH2:17][CH2:18][O:19][C:20]3[CH:21]=[CH:22][C:23]4[CH2:30][CH2:29][C:27](=[O:28])[NH:26][C:24]=4[CH:25]=3)[CH2:11][CH2:10]2)[C:4]([Cl:8])=[C:5]([Cl:7])[CH:6]=1.[C:31]([O:35][CH2:36][CH3:37])(=[O:34])[CH:32]=[O:33].C([O-])([O-])=O.[K+].[K+].N1C=CC=CC=1.[C:50](Cl)(=[O:60])[CH2:51][CH2:52][CH2:53][CH2:54][CH2:55][CH2:56][CH2:57][CH2:58][CH3:59], predict the reaction product. The product is: [C:50]([O:33][CH:32]([N:26]1[C:24]2[C:23](=[CH:22][CH:21]=[C:20]([O:19][CH2:18][CH2:17][CH2:16][CH2:15][N:12]3[CH2:13][CH2:14][N:9]([C:3]4[CH:2]=[CH:1][CH:6]=[C:5]([Cl:7])[C:4]=4[Cl:8])[CH2:10][CH2:11]3)[CH:25]=2)[CH2:30][CH2:29][C:27]1=[O:28])[C:31]([O:35][CH2:36][CH3:37])=[O:34])(=[O:60])[CH2:51][CH2:52][CH2:53][CH2:54][CH2:55][CH2:56][CH2:57][CH2:58][CH3:59].